From a dataset of Full USPTO retrosynthesis dataset with 1.9M reactions from patents (1976-2016). Predict the reactants needed to synthesize the given product. (1) Given the product [CH:8]([O:7][P:6]([CH2:2][CH:3]1[CH2:5][CH2:4]1)(=[O:15])[O:11][CH:12]([CH3:14])[CH3:13])([CH3:10])[CH3:9], predict the reactants needed to synthesize it. The reactants are: Br[CH2:2][CH:3]1[CH2:5][CH2:4]1.[P:6]([O:15]C(C)C)([O:11][CH:12]([CH3:14])[CH3:13])[O:7][CH:8]([CH3:10])[CH3:9]. (2) Given the product [S:31]([N:12]1[C:7]2[N:6]=[CH:5][N:4]3[CH:3]=[N:2][C:1]([CH:13]4[CH2:18][CH2:17][CH2:16][N:15]([C:19]([O:21][CH2:22][C:23]5[CH:24]=[CH:25][CH:26]=[CH:27][CH:28]=5)=[O:20])[CH2:14]4)=[C:9]3[C:8]=2[CH:10]=[CH:11]1)([C:34]1[CH:40]=[CH:39][C:37]([CH3:38])=[CH:36][CH:35]=1)(=[O:33])=[O:32], predict the reactants needed to synthesize it. The reactants are: [C:1]1([CH:13]2[CH2:18][CH2:17][CH2:16][N:15]([C:19]([O:21][CH2:22][C:23]3[CH:28]=[CH:27][CH:26]=[CH:25][CH:24]=3)=[O:20])[CH2:14]2)[N:2]=[CH:3][N:4]2[C:9]=1[C:8]1[CH:10]=[CH:11][NH:12][C:7]=1[N:6]=[CH:5]2.[H-].[Na+].[S:31](Cl)([C:34]1[CH:40]=[CH:39][C:37]([CH3:38])=[CH:36][CH:35]=1)(=[O:33])=[O:32]. (3) Given the product [OH:13][CH:12]([C:3]1[CH:4]=[CH:5][C:6]2[C:7](=[O:11])[O:8][CH2:9][C:10]=2[C:2]=1[CH3:1])[CH2:14][N:31]1[CH2:32][CH2:33][N:28]([CH2:27][CH2:26][C:17]2[CH:18]=[CH:19][C:20]3[C:21](=[O:25])[O:22][CH2:23][C:24]=3[C:16]=2[CH3:15])[CH2:29][CH2:30]1, predict the reactants needed to synthesize it. The reactants are: [CH3:1][C:2]1[C:10]2[CH2:9][O:8][C:7](=[O:11])[C:6]=2[CH:5]=[CH:4][C:3]=1[CH:12]1[CH2:14][O:13]1.[CH3:15][C:16]1[C:24]2[CH2:23][O:22][C:21](=[O:25])[C:20]=2[CH:19]=[CH:18][C:17]=1[CH2:26][CH2:27][N:28]1[CH2:33][CH2:32][NH:31][CH2:30][CH2:29]1. (4) Given the product [CH:15]([N:18]1[CH:22]=[C:21]([C:23](=[O:24])[CH2:2][C:1]([O:4][CH2:5][CH3:6])=[O:3])[CH:20]=[N:19]1)([CH3:17])[CH3:16], predict the reactants needed to synthesize it. The reactants are: [C:1]([O:4][CH2:5][CH3:6])(=[O:3])[CH3:2].[Li+].CC([N-]C(C)C)C.[CH:15]([N:18]1[CH:22]=[C:21]([CH:23]=[O:24])[CH:20]=[N:19]1)([CH3:17])[CH3:16]. (5) The reactants are: [Br:1][C:2]1[CH:3]=[C:4]2[C:8](=[CH:9][CH:10]=1)[NH:7][C:6](=[O:11])[CH2:5]2.[CH:12]([C:14]1[NH:15][C:16]([CH3:34])=[C:17]([S:24]([C:27]2[CH:32]=[CH:31][C:30]([CH3:33])=[CH:29][CH:28]=2)(=[O:26])=[O:25])[C:18]=1[CH2:19][CH2:20][C:21]([OH:23])=[O:22])=O.N1CCCCC1. Given the product [Br:1][C:2]1[CH:3]=[C:4]2[C:8](=[CH:9][CH:10]=1)[NH:7][C:6](=[O:11])/[C:5]/2=[CH:12]\[C:14]1[NH:15][C:16]([CH3:34])=[C:17]([S:24]([C:27]2[CH:28]=[CH:29][C:30]([CH3:33])=[CH:31][CH:32]=2)(=[O:25])=[O:26])[C:18]=1[CH2:19][CH2:20][C:21]([OH:23])=[O:22], predict the reactants needed to synthesize it.